Predict the reaction yield, written as a fraction of the theoretical maximum amount of product (1.0 means a 100% yield; for example, 0.34 means a 34% yield). From a dataset of Reaction yield outcomes from USPTO patents with 853,638 reactions. (1) The reactants are [OH:1][C:2]1[CH:11]=[CH:10][C:5]2[C:6](=[O:9])[CH2:7][O:8][C:4]=2[CH:3]=1.[CH3:12][C:13]([Si:16](Cl)([CH3:18])[CH3:17])([CH3:15])[CH3:14].N1C=CN=C1. The catalyst is ClCCl. The product is [Si:16]([O:1][C:2]1[CH:11]=[CH:10][C:5]2[C:6](=[O:9])[CH2:7][O:8][C:4]=2[CH:3]=1)([C:13]([CH3:15])([CH3:14])[CH3:12])([CH3:18])[CH3:17]. The yield is 0.800. (2) The reactants are [N+:1]([C:4]1[CH:12]=[C:11]2[C:7]([C:8]([CH2:13][C:14]#[N:15])=[CH:9][NH:10]2)=[CH:6][CH:5]=1)([O-:3])=[O:2].[CH3:16][C:17]([O:20][C:21](O[C:21]([O:20][C:17]([CH3:19])([CH3:18])[CH3:16])=[O:22])=[O:22])([CH3:19])[CH3:18].CCN(CC)CC. The catalyst is C1COCC1. The product is [C:17]([O:20][C:21](=[O:22])[NH:15][CH2:14][CH2:13][C:8]1[C:7]2[C:11](=[CH:12][C:4]([N+:1]([O-:3])=[O:2])=[CH:5][CH:6]=2)[NH:10][CH:9]=1)([CH3:19])([CH3:18])[CH3:16]. The yield is 0.380. (3) The reactants are [F:1][C:2]1[CH:3]=[CH:4][C:5]([O:23][C:24]2[CH:29]=[CH:28][CH:27]=[CH:26][CH:25]=2)=[C:6]([CH:22]=1)[CH2:7][O:8][C:9]12[CH2:15][C:12]([CH2:16][CH2:17][CH2:18][C:19](O)=[O:20])([CH2:13][CH2:14]1)[CH2:11][CH2:10]2.[CH3:30][S:31]([NH2:34])(=[O:33])=[O:32].C(Cl)CCl. The catalyst is CN(C1C=CN=CC=1)C.C(Cl)Cl. The product is [F:1][C:2]1[CH:3]=[CH:4][C:5]([O:23][C:24]2[CH:29]=[CH:28][CH:27]=[CH:26][CH:25]=2)=[C:6]([CH:22]=1)[CH2:7][O:8][C:9]12[CH2:15][C:12]([CH2:16][CH2:17][CH2:18][C:19]([NH:34][S:31]([CH3:30])(=[O:33])=[O:32])=[O:20])([CH2:13][CH2:14]1)[CH2:11][CH2:10]2. The yield is 0.600. (4) The reactants are [CH:1]([NH:4][C:5]([C:7]1[CH:8]=[C:9]([CH:13]2[C:22]([CH3:24])([CH3:23])[CH2:21][C:20]3[C:15](=[CH:16][CH:17]=[C:18]([C:25]([O:27]C)=[O:26])[CH:19]=3)[NH:14]2)[CH:10]=[CH:11][CH:12]=1)=[O:6])([CH3:3])[CH3:2].[OH-].[Na+].C(OCC)(=O)C.Cl. The catalyst is CO.O. The product is [CH:1]([NH:4][C:5]([C:7]1[CH:8]=[C:9]([CH:13]2[C:22]([CH3:23])([CH3:24])[CH2:21][C:20]3[C:15](=[CH:16][CH:17]=[C:18]([C:25]([OH:27])=[O:26])[CH:19]=3)[NH:14]2)[CH:10]=[CH:11][CH:12]=1)=[O:6])([CH3:3])[CH3:2]. The yield is 0.800. (5) The reactants are [CH2:1]([O:3][C:4]([C:6]1([NH:11][C:12]([CH:14]2[CH2:18][CH:17]([O:19][C:20]3[C:29]4[C:24](=[C:25]([CH3:32])[C:26]([O:30][CH3:31])=[CH:27][CH:28]=4)[N:23]=[C:22]([C:33]4[CH:38]=[CH:37][CH:36]=[C:35]([CH:39]([CH3:41])[CH3:40])[N:34]=4)[CH:21]=3)[CH2:16][CH:15]2[C:42](=[O:51])[N:43]([CH2:45][CH2:46][CH2:47][CH2:48]C=C)[CH3:44])=[O:13])[CH2:8][CH:7]1[CH:9]=[CH2:10])=[O:5])[CH3:2]. The catalyst is ClCCCl. The product is [CH2:1]([O:3][C:4]([C:6]12[CH2:8][CH:7]1[CH:9]=[CH:10][CH2:48][CH2:47][CH2:46][CH2:45][N:43]([CH3:44])[C:42](=[O:51])[CH:15]1[CH:14]([CH2:18][CH:17]([O:19][C:20]3[C:29]4[C:24](=[C:25]([CH3:32])[C:26]([O:30][CH3:31])=[CH:27][CH:28]=4)[N:23]=[C:22]([C:33]4[CH:38]=[CH:37][CH:36]=[C:35]([CH:39]([CH3:40])[CH3:41])[N:34]=4)[CH:21]=3)[CH2:16]1)[C:12](=[O:13])[NH:11]2)=[O:5])[CH3:2]. The yield is 0.660.